This data is from CYP2C9 inhibition data for predicting drug metabolism from PubChem BioAssay. The task is: Regression/Classification. Given a drug SMILES string, predict its absorption, distribution, metabolism, or excretion properties. Task type varies by dataset: regression for continuous measurements (e.g., permeability, clearance, half-life) or binary classification for categorical outcomes (e.g., BBB penetration, CYP inhibition). Dataset: cyp2c9_veith. (1) The molecule is CCCc1nnc(NC(=O)Cn2cnc3ccccc3c2=O)s1. The result is 1 (inhibitor). (2) The result is 1 (inhibitor). The compound is O/N=C/c1ccccc1OCc1ccc(Cl)cc1. (3) The drug is Fc1cc(Br)ccc1NC(=S)NCCc1ccccc1. The result is 1 (inhibitor).